From a dataset of Catalyst prediction with 721,799 reactions and 888 catalyst types from USPTO. Predict which catalyst facilitates the given reaction. (1) Reactant: Br[C:2]1[CH:28]=[CH:27][C:5]([C:6]([NH:8][C:9]2[CH:14]=[CH:13][C:12]([O:15][CH3:16])=[C:11]([NH:17][C:18](=[O:26])[CH2:19][N:20]3[CH2:25][CH2:24][O:23][CH2:22][CH2:21]3)[CH:10]=2)=[O:7])=[CH:4][CH:3]=1.[F:29][C:30]([F:41])([F:40])[C:31]1[CH:32]=[C:33](B(O)O)[CH:34]=[CH:35][CH:36]=1.C(=O)([O-])[O-].[Na+].[Na+]. Product: [CH3:16][O:15][C:12]1[CH:13]=[CH:14][C:9]([NH:8][C:6]([C:5]2[CH:27]=[CH:28][C:2]([C:35]3[CH:34]=[CH:33][CH:32]=[C:31]([C:30]([F:41])([F:40])[F:29])[CH:36]=3)=[CH:3][CH:4]=2)=[O:7])=[CH:10][C:11]=1[NH:17][C:18](=[O:26])[CH2:19][N:20]1[CH2:25][CH2:24][O:23][CH2:22][CH2:21]1. The catalyst class is: 12. (2) Reactant: B(O)(O)[C@H]1N(C([C@@H](N)C(C)C)=O)CCC1.CS(O)(=O)=O.[CH3:21][N:22]([CH3:38])[CH2:23][C@H:24]([CH3:37])[C@@:25]([C:29]1[CH:34]=[CH:33][CH:32]=[C:31]([O:35][CH3:36])[CH:30]=1)([OH:28])[CH2:26][CH3:27].CN(C)C[C@H](C)[C@](C1C=CC=C(OC)C=1)(O)CC.[ClH:57]. Product: [ClH:57].[CH3:38][N:22]([CH3:21])[CH2:23][C@H:24]([CH3:37])[C@@:25]([C:29]1[CH:34]=[CH:33][CH:32]=[C:31]([O:35][CH3:36])[CH:30]=1)([OH:28])[CH2:26][CH3:27]. The catalyst class is: 95. (3) Reactant: [Cl:1][C:2]1[C:3]([C:9]2[CH:14]=[CH:13][CH:12]=[C:11]([NH:15][CH2:16][C:17]3[CH:22]=[CH:21][CH:20]=[C:19]([F:23])[CH:18]=3)[N:10]=2)=[CH:4][C:5](F)=[N:6][CH:7]=1.[NH2:24][C@@H:25]1[CH2:29][CH2:28][C@H:27]([C:30]([OH:32])=[O:31])[CH2:26]1.[OH-].[K+]. Product: [Cl:1][C:2]1[C:3]([C:9]2[CH:14]=[CH:13][CH:12]=[C:11]([NH:15][CH2:16][C:17]3[CH:22]=[CH:21][CH:20]=[C:19]([F:23])[CH:18]=3)[N:10]=2)=[CH:4][C:5]([NH:24][C@@H:25]2[CH2:29][CH2:28][C@H:27]([C:30]([OH:32])=[O:31])[CH2:26]2)=[N:6][CH:7]=1. The catalyst class is: 12. (4) Reactant: [N:1]1([CH2:7][CH2:8][CH2:9][O-:10])[CH2:6][CH2:5][CH2:4][CH2:3][CH2:2]1.[Na+].[C:12]1([CH2:18][CH2:19][CH2:20]Br)[CH:17]=[CH:16][CH:15]=[CH:14][CH:13]=1.C1OCCOCCOCCOCCOC1. Product: [N:1]1([CH2:7][CH2:8][CH2:9][O:10][CH2:20][CH2:19][CH2:18][C:12]2[CH:17]=[CH:16][CH:15]=[CH:14][CH:13]=2)[CH2:6][CH2:5][CH2:4][CH2:3][CH2:2]1. The catalyst class is: 11. (5) Reactant: [C:1]([O:5][C:6]([N:8]1[CH2:13][CH2:12][C:11](=O)[CH2:10][CH2:9]1)=[O:7])([CH3:4])([CH3:3])[CH3:2].CO.[CH3:17][NH2:18]. Product: [C:1]([O:5][C:6]([N:8]1[CH2:13][CH2:12][CH:11]([CH2:17][NH2:18])[CH2:10][CH2:9]1)=[O:7])([CH3:4])([CH3:3])[CH3:2]. The catalyst class is: 45.